This data is from Reaction yield outcomes from USPTO patents with 853,638 reactions. The task is: Predict the reaction yield, written as a fraction of the theoretical maximum amount of product (1.0 means a 100% yield; for example, 0.34 means a 34% yield). (1) The reactants are CCN(CC)CC.[O:8]1[CH2:13][CH2:12][CH:11]([NH:14][C:15]2[C:16]([NH2:21])=[CH:17][CH:18]=[CH:19][CH:20]=2)[CH2:10][CH2:9]1.[C:22]([O:26][C:27]([NH:29][C@@H:30]([CH3:34])[C:31](O)=[O:32])=[O:28])([CH3:25])([CH3:24])[CH3:23].C1C=NC2N(O)N=NC=2C=1.Cl.CN(C)CCCN=C=NCC. The catalyst is C(Cl)Cl. The product is [C:22]([O:26][C:27](=[O:28])[NH:29][C@H:30]([C:31](=[O:32])[NH:21][C:16]1[CH:17]=[CH:18][CH:19]=[CH:20][C:15]=1[NH:14][CH:11]1[CH2:10][CH2:9][O:8][CH2:13][CH2:12]1)[CH3:34])([CH3:23])([CH3:24])[CH3:25]. The yield is 0.830. (2) The reactants are [CH3:1][C:2]1[C:9]([C:10]2[S:11][C:12]([C:21]([OH:23])=O)=[C:13]([C:15]3[CH:20]=[CH:19][CH:18]=[CH:17][CH:16]=3)[N:14]=2)=[C:5]2[S:6][CH:7]=[CH:8][N:4]2[N:3]=1.[Cl-].[NH4+].C1C=CC2N(O)N=[N:32]C=2C=1.CCN=C=NCCCN(C)C. The catalyst is CN(C=O)C. The product is [CH3:1][C:2]1[C:9]([C:10]2[S:11][C:12]([C:21]([NH2:32])=[O:23])=[C:13]([C:15]3[CH:20]=[CH:19][CH:18]=[CH:17][CH:16]=3)[N:14]=2)=[C:5]2[S:6][CH:7]=[CH:8][N:4]2[N:3]=1. The yield is 0.900. (3) The reactants are [Cl:1][C:2]1[CH:7]=[CH:6][C:5]([S:8]([NH:11][CH:12]2[CH2:17][CH:16]3[CH:18]([OH:19])[CH:13]2[CH2:14][CH2:15]3)(=[O:10])=[O:9])=[CH:4][CH:3]=1.C(=O)([O-])[O-].[Cs+].[Cs+].[Br:26][C:27]1[CH:32]=[CH:31][C:30]([CH2:33]Br)=[CH:29][CH:28]=1.ClC1C=CC(S(N(CC2C=CC(C#N)=CC=2)[C@@H]2CCC[C@H]2CO)(=O)=O)=CC=1. No catalyst specified. The product is [Br:26][C:27]1[CH:32]=[CH:31][C:30]([CH2:33][N:11]([CH:12]2[CH2:17][CH:16]3[CH:18]([OH:19])[CH:13]2[CH2:14][CH2:15]3)[S:8]([C:5]2[CH:6]=[CH:7][C:2]([Cl:1])=[CH:3][CH:4]=2)(=[O:9])=[O:10])=[CH:29][CH:28]=1. The yield is 0.720. (4) The reactants are S(Cl)(Cl)=O.[NH:5]1[CH2:10][CH2:9][CH:8]([C:11]([OH:13])=[O:12])[CH2:7][CH2:6]1.[CH2:14](O)[C:15]1[CH:20]=[CH:19][CH:18]=[CH:17][CH:16]=1. No catalyst specified. The product is [CH2:14]([O:12][C:11]([CH:8]1[CH2:9][CH2:10][NH:5][CH2:6][CH2:7]1)=[O:13])[C:15]1[CH:20]=[CH:19][CH:18]=[CH:17][CH:16]=1. The yield is 0.973. (5) The reactants are [CH2:1]([O:8][N:9]([C@H:22]1[CH2:27][N:26]([C:28]([O:30][C:31]([CH3:34])([CH3:33])[CH3:32])=[O:29])[C@H:25]([C:35](=[NH:38])[NH:36][OH:37])[CH2:24][CH2:23]1)[S:10]([C:13]1[CH:18]=[CH:17][CH:16]=[CH:15][C:14]=1[N+:19]([O-:21])=[O:20])(=[O:12])=[O:11])[C:2]1[CH:7]=[CH:6][CH:5]=[CH:4][CH:3]=1.[CH:39]1[C:51]2[CH:50]([CH2:52][O:53][C:54]([N:56]3[CH2:61][CH2:60][CH:59]([C:62](O)=O)[CH2:58][CH2:57]3)=[O:55])[C:49]3[C:44](=[CH:45][CH:46]=[CH:47][CH:48]=3)[C:43]=2[CH:42]=[CH:41][CH:40]=1.CN(C(ON1N=NC2C=CC=NC1=2)=[N+](C)C)C.F[P-](F)(F)(F)(F)F.CCN(C(C)C)C(C)C. The yield is 0.240. The product is [CH:48]1[C:49]2[CH:50]([CH2:52][O:53][C:54]([N:56]3[CH2:61][CH2:60][CH:59]([C:62]4[O:37][N:36]=[C:35]([C@@H:25]5[CH2:24][CH2:23][C@@H:22]([N:9]([O:8][CH2:1][C:2]6[CH:7]=[CH:6][CH:5]=[CH:4][CH:3]=6)[S:10]([C:13]6[CH:18]=[CH:17][CH:16]=[CH:15][C:14]=6[N+:19]([O-:21])=[O:20])(=[O:12])=[O:11])[CH2:27][N:26]5[C:28]([O:30][C:31]([CH3:34])([CH3:33])[CH3:32])=[O:29])[N:38]=4)[CH2:58][CH2:57]3)=[O:55])[C:51]3[C:43](=[CH:42][CH:41]=[CH:40][CH:39]=3)[C:44]=2[CH:45]=[CH:46][CH:47]=1. The catalyst is CN(C=O)C.CCOC(C)=O. (6) The reactants are Cl[C:2]1[N:7]=[C:6]([N:8]2[CH2:13][CH2:12][O:11][CH2:10][CH2:9]2)[N:5]=[C:4]([N:14]2[CH2:19][CH2:18][O:17][CH2:16][CH2:15]2)[N:3]=1.C(=O)([O-])[O-].[Na+].[Na+].[NH2:26][C:27]1[CH:32]=[CH:31][C:30](B2OC(C)(C)C(C)(C)O2)=[CH:29][CH:28]=1. The catalyst is C1C=CC([P]([Pd]([P](C2C=CC=CC=2)(C2C=CC=CC=2)C2C=CC=CC=2)([P](C2C=CC=CC=2)(C2C=CC=CC=2)C2C=CC=CC=2)[P](C2C=CC=CC=2)(C2C=CC=CC=2)C2C=CC=CC=2)(C2C=CC=CC=2)C2C=CC=CC=2)=CC=1.COCCOC. The product is [N:14]1([C:4]2[N:5]=[C:6]([N:8]3[CH2:13][CH2:12][O:11][CH2:10][CH2:9]3)[N:7]=[C:2]([C:30]3[CH:31]=[CH:32][C:27]([NH2:26])=[CH:28][CH:29]=3)[N:3]=2)[CH2:19][CH2:18][O:17][CH2:16][CH2:15]1. The yield is 0.830. (7) The product is [C:21]([CH2:20][CH:17]1[C:16]2[C:11]([C:9]([NH:8][C:7]3[C:6]([Cl:28])=[CH:5][N:4]=[CH:3][C:2]=3[Cl:1])=[O:10])=[CH:12][CH:13]=[C:14]([O:26][CH3:27])[C:15]=2[O:19][CH2:18]1)([OH:23])=[O:22]. No catalyst specified. The reactants are [Cl:1][C:2]1[CH:3]=[N:4][CH:5]=[C:6]([Cl:28])[C:7]=1[NH:8][C:9]([C:11]1[C:16]2[CH:17]([CH2:20][C:21]([O:23]CC)=[O:22])[CH2:18][O:19][C:15]=2[C:14]([O:26][CH3:27])=[CH:13][CH:12]=1)=[O:10].[OH-].[Na+].Cl. The yield is 0.980.